This data is from Forward reaction prediction with 1.9M reactions from USPTO patents (1976-2016). The task is: Predict the product of the given reaction. (1) Given the reactants [Cl:1][C:2]1[CH:7]=[CH:6][C:5]([N:8]2[C:17](=[O:18])[C:16]3[C:11](=[C:12](I)[C:13]([N:19]([CH2:23][CH2:24][CH:25]=[C:26]([CH3:28])[CH3:27])[C:20](=[O:22])[CH3:21])=[CH:14][CH:15]=3)[N:10]=[C:9]2[CH:30]([CH3:32])[CH3:31])=[CH:4][CH:3]=1.C(=O)([O-])[O-].[Cs+].[Cs+], predict the reaction product. The product is: [C:20]([N:19]1[C:13]2=[CH:14][CH:15]=[C:16]3[C:11]([N:10]=[C:9]([CH:30]([CH3:32])[CH3:31])[N:8]([C:5]4[CH:6]=[CH:7][C:2]([Cl:1])=[CH:3][CH:4]=4)[C:17]3=[O:18])=[C:12]2[CH:25]([C:26]([CH3:28])=[CH2:27])[CH2:24][CH2:23]1)(=[O:22])[CH3:21]. (2) The product is: [C:36]([NH:2][C@H:3]1[CH2:8][CH2:7][C@H:6]([NH:9][C:10]([C:12]2[C:16]3[N:17]=[CH:18][N:19]=[C:20]([C:21]4[C:29]5[O:28][CH2:27][O:26][C:25]=5[CH:24]=[CH:23][C:22]=4[O:30][CH2:31][CH:32]4[CH2:35][CH2:34][CH2:33]4)[C:15]=3[NH:14][CH:13]=2)=[O:11])[CH2:5][CH2:4]1)(=[O:38])[CH3:37]. Given the reactants Cl.[NH2:2][C@H:3]1[CH2:8][CH2:7][C@H:6]([NH:9][C:10]([C:12]2[C:16]3[N:17]=[CH:18][N:19]=[C:20]([C:21]4[C:29]5[O:28][CH2:27][O:26][C:25]=5[CH:24]=[CH:23][C:22]=4[O:30][CH2:31][CH:32]4[CH2:35][CH2:34][CH2:33]4)[C:15]=3[NH:14][CH:13]=2)=[O:11])[CH2:5][CH2:4]1.[C:36](Cl)(=[O:38])[CH3:37], predict the reaction product. (3) Given the reactants [N:1]1[CH:6]=[CH:5][C:4](=[O:7])[NH:3][CH:2]=1.[OH-].[Na+].Cl[CH2:11][C:12]([OH:14])=[O:13].Cl, predict the reaction product. The product is: [O:7]=[C:4]1[N:3]([CH2:11][C:12]([OH:14])=[O:13])[CH:2]=[N:1][CH:6]=[CH:5]1. (4) Given the reactants [OH:1][C:2]1[CH:7]=[CH:6][C:5]([NH:8][CH2:9][C:10]([OH:12])=[O:11])=[CH:4][CH:3]=1.[CH3:13]O, predict the reaction product. The product is: [CH3:13][O:11][C:10](=[O:12])[CH2:9][NH:8][C:5]1[CH:6]=[CH:7][C:2]([OH:1])=[CH:3][CH:4]=1. (5) Given the reactants Br[C:2]1[CH:7]=[CH:6][C:5]([N+:8]([O-:10])=[O:9])=[C:4]([S:11]([CH3:13])=[O:12])[CH:3]=1.[N:14]1([C:20]([O:22][C:23]([CH3:26])([CH3:25])[CH3:24])=[O:21])[CH2:19][CH2:18][NH:17][CH2:16][CH2:15]1.C(=O)([O-])[O-].[K+].[K+].Cl, predict the reaction product. The product is: [CH3:13][S:11]([C:4]1[CH:3]=[C:2]([N:17]2[CH2:16][CH2:15][N:14]([C:20]([O:22][C:23]([CH3:26])([CH3:25])[CH3:24])=[O:21])[CH2:19][CH2:18]2)[CH:7]=[CH:6][C:5]=1[N+:8]([O-:10])=[O:9])=[O:12].